Dataset: Experimentally validated miRNA-target interactions with 360,000+ pairs, plus equal number of negative samples. Task: Binary Classification. Given a miRNA mature sequence and a target amino acid sequence, predict their likelihood of interaction. (1) The protein sequence of the target gene is MLLCLSPAWLMKVPAPGQPGEAALLVSKAVSFHPGGLTFLDDFVPPRRATYFLAGLGLGPGRGREAAELARDLTCPTGASAELARLLEDRLLTRQLLAQQGGVAVPATLAFTYKPPGLLRGGDASLGLRLVELSGKEGQETLVKEEVEAFLRSEALGDILQVAVKLSGWRWRGRQAWRLHPRAELGAVVDTVLALLEKLEEEESVLVEAVYPPAQLPCSDGPSPGPGLAVRICAVVCRTQGDRPLLSKVVCGVGRGDRPLRHHNSLPRTLEVALAQCGLGEEAQVAAVRQRVKAAAEAAL.... Result: 0 (no interaction). The miRNA is hsa-miR-544b with sequence ACCUGAGGUUGUGCAUUUCUAA. (2) The miRNA is cel-miR-80-5p with sequence AGCUUUCGACAUGAUUCUGAAC. The protein sequence of the target gene is MAGLSGAQIPDGEFTALVYRLIRDARYAEAVQLLGRELQRSPRSRAGLSLLGYCYYRLQEFALAAECYEQLGQLHPELEQYRLYQAQALYKACLYPEATRVAFLLLDNPAYHSRVLRLQAAIKYSEGDLPGSRSLVEQLLSGEGGEESGGDNETDGQVNLGCLLYKEGQYEAACSKFSATLQASGYQPDLSYNLALAYYSSRQYASALKHIAEIIERGIRQHPELGVGMTTEGFDVRSVGNTLVLHQTALVEAFNLKAAIEYQLRNYEVAQETLTDMPPRAEEELDPVTLHNQALMNMDA.... Result: 0 (no interaction). (3) The miRNA is mmu-miR-1930-5p with sequence ACCUCCAUAGUACCUGCAGCGU. Result: 1 (interaction). The protein sequence of the target gene is MSRFLLPVSVVGTVIGGTVLLKDYVAGGACPSKATIPGKTVIVTGANTGIGKQTALELAKRGGNVILACRDMEKCEVAAKDIRGETLNPRVRAERLDLASLKSIREFARKVIKEEERVDILVNNAAVMRCPHWTTEDGFEMQFGVNYLGHFLLTNLLLDKLKASAPSRIINLSSLAHVAGHIDFEDLNWQMKKYDTKAAYCQSKLAVVLFTKELSHRLQGSGVTVNALHPGVARTELGRHTGMHNSAFSGFMLGPFFWLLFKSPQLAAQPSTYLAVAEELENVSGKYFDGLREKAPSPEA....